The task is: Predict the product of the given reaction.. This data is from Forward reaction prediction with 1.9M reactions from USPTO patents (1976-2016). (1) Given the reactants [F:1][C:2]1[CH:7]=[CH:6][C:5]([CH:8]2[C:13]3=[N:14][NH:15][C:16](=[O:21])[C:17]4[CH:18]=[CH:19][CH:20]=[C:11]([C:12]=43)[NH:10][CH:9]2[C:22]2[CH:27]=[CH:26][C:25]([CH:28]3[CH2:32][CH2:31][CH2:30][N:29]3C(OCC3C=CC=CC=3)=O)=[CH:24][CH:23]=2)=[CH:4][CH:3]=1, predict the reaction product. The product is: [F:1][C:2]1[CH:3]=[CH:4][C:5]([CH:8]2[C:13]3=[N:14][NH:15][C:16](=[O:21])[C:17]4[CH:18]=[CH:19][CH:20]=[C:11]([C:12]=43)[NH:10][CH:9]2[C:22]2[CH:27]=[CH:26][C:25]([CH:28]3[CH2:32][CH2:31][CH2:30][NH:29]3)=[CH:24][CH:23]=2)=[CH:6][CH:7]=1. (2) Given the reactants [CH3:1][C:2]1[CH:3]=[C:4]([CH:9]=[C:10]([CH3:12])[CH:11]=1)[C:5](OC)=O.[H-].[Na+].[C:15]([O:18][CH3:19])(=[O:17])[CH3:16].[CH3:20][O:21]CCOC, predict the reaction product. The product is: [CH3:12][C:10]1[CH:9]=[C:4]([CH2:5][C:20](=[O:21])[CH2:16][C:15]([O:18][CH3:19])=[O:17])[CH:3]=[C:2]([CH3:1])[CH:11]=1. (3) Given the reactants [NH2:1][C:2]1([C:11]([O:13][CH2:14][CH3:15])=[O:12])[C:10]2[C:5](=[CH:6][CH:7]=[CH:8][CH:9]=2)[CH2:4][CH2:3]1.[CH2:16](C(OCCCC)=O)[CH2:17]CC.[O:27](C(C(F)(F)F)=O)[C:28]([C:30]([F:33])([F:32])[F:31])=O, predict the reaction product. The product is: [F:31][C:30]([F:33])([F:32])[C:28]([NH:1][C@:2]1([C:11]([O:13][CH2:14][CH2:15][CH2:16][CH3:17])=[O:12])[C:10]2[C:5](=[CH:6][CH:7]=[CH:8][CH:9]=2)[CH2:4][CH2:3]1)=[O:27]. (4) Given the reactants [C:1]([O:5][C:6](=[O:32])[NH:7][CH:8]([C:25]1[CH:30]=[CH:29][C:28]([Cl:31])=[CH:27][CH:26]=1)[C:9]([C:11]1[CH:16]=[CH:15][C:14]([O:17][Si](C(C)(C)C)(C)C)=[CH:13][CH:12]=1)=[O:10])([CH3:4])([CH3:3])[CH3:2].[F-].C([N+](CCCC)(CCCC)CCCC)CCC, predict the reaction product. The product is: [C:1]([O:5][C:6](=[O:32])[NH:7][CH:8]([C:25]1[CH:26]=[CH:27][C:28]([Cl:31])=[CH:29][CH:30]=1)[C:9]([C:11]1[CH:16]=[CH:15][C:14]([OH:17])=[CH:13][CH:12]=1)=[O:10])([CH3:4])([CH3:2])[CH3:3].